This data is from Full USPTO retrosynthesis dataset with 1.9M reactions from patents (1976-2016). The task is: Predict the reactants needed to synthesize the given product. (1) Given the product [CH2:26]([O:25][C:14]1[C:15]([CH:22]([CH3:24])[CH3:23])=[CH:16][C:17]([CH:19]([CH3:20])[CH3:21])=[CH:18][C:13]=1/[C:11](/[CH3:12])=[CH:10]\[CH:9]=[CH:8]\[C:7](\[C:30]([F:31])([F:32])[F:33])=[CH:6]/[C:5]([OH:34])=[O:4])[CH2:27][CH2:28][CH3:29], predict the reactants needed to synthesize it. The reactants are: [Li+].[OH-].C[O:4][C:5](=[O:34])/[CH:6]=[C:7](/[C:30]([F:33])([F:32])[F:31])\[CH:8]=[CH:9]\[CH:10]=[C:11](/[C:13]1[CH:18]=[C:17]([CH:19]([CH3:21])[CH3:20])[CH:16]=[C:15]([CH:22]([CH3:24])[CH3:23])[C:14]=1[O:25][CH2:26][CH2:27][CH2:28][CH3:29])\[CH3:12]. (2) Given the product [CH:1]([O:28][C:27](=[O:29])[CH2:26][S:25][CH2:24][CH2:23][CH2:22][S:21][C@H:17]1[C:18](=[O:20])[CH2:19][C@@H:15]([OH:14])[C@@H:16]1/[CH:30]=[CH:31]/[C@@H:32]([OH:38])[CH2:33][CH2:34][CH2:35][CH2:36][CH3:37])([CH3:3])[CH3:2], predict the reactants needed to synthesize it. The reactants are: [CH:1](NN=NC1C=CC(C)=CC=1)([CH3:3])[CH3:2].[OH:14][C@@H:15]1[CH2:19][C:18](=[O:20])[C@H:17]([S:21][CH2:22][CH2:23][CH2:24][S:25][CH2:26][C:27]([OH:29])=[O:28])[C@H:16]1/[CH:30]=[CH:31]/[C@@H:32]([OH:38])[CH2:33][CH2:34][CH2:35][CH2:36][CH3:37]. (3) Given the product [S:14]1[CH:15]=[CH:16][CH:17]=[C:13]1[C:8]1([CH2:6][OH:5])[CH2:11][CH2:10][CH:9]1[CH3:12], predict the reactants needed to synthesize it. The reactants are: [BH4-].[Li+].C([O:5][C:6]([C:8]1([C:13]2[S:14][CH:15]=[CH:16][CH:17]=2)[CH2:11][CH2:10][CH:9]1[CH3:12])=O)C.CO.[OH-].[Na+].